From a dataset of hERG potassium channel inhibition data for cardiac toxicity prediction from Karim et al.. Regression/Classification. Given a drug SMILES string, predict its toxicity properties. Task type varies by dataset: regression for continuous values (e.g., LD50, hERG inhibition percentage) or binary classification for toxic/non-toxic outcomes (e.g., AMES mutagenicity, cardiotoxicity, hepatotoxicity). Dataset: herg_karim. The molecule is CC[C@@H](C)[C@H](C(=O)O)N1C[C@H](CN2CCC(c3cc(Cc4ccc(OC5CCC5)cc4)nn3CC)CC2)[C@@H](c2cccc(F)c2)C1. The result is 1 (blocker).